This data is from Forward reaction prediction with 1.9M reactions from USPTO patents (1976-2016). The task is: Predict the product of the given reaction. (1) Given the reactants [C:1]1([CH2:7][CH2:8][CH:9]=[CH:10][C@H:11]2[CH2:16][CH2:15][C@H:14]([NH2:17])[CH2:13][CH2:12]2)[CH:6]=[CH:5][CH:4]=[CH:3][CH:2]=1.Cl[C:19]1[N:24]=[CH:23][N:22]=[C:21]2[NH:25][N:26]=[CH:27][C:20]=12.C(N(C(C)C)CC)(C)C.CN(C)C=O, predict the reaction product. The product is: [C:1]1([CH2:7][CH2:8][CH:9]=[CH:10][C@H:11]2[CH2:12][CH2:13][C@H:14]([NH:17][C:19]3[N:24]=[CH:23][N:22]=[C:21]4[NH:25][N:26]=[CH:27][C:20]=34)[CH2:15][CH2:16]2)[CH:6]=[CH:5][CH:4]=[CH:3][CH:2]=1. (2) Given the reactants Cl.[CH2:2]([O:9][C:10]1[CH:19]=[C:18]2[C:13]([C:14](Cl)=[CH:15][N:16]=[N:17]2)=[CH:12][C:11]=1[O:21][CH3:22])[C:3]1[CH:8]=[CH:7][CH:6]=[CH:5][CH:4]=1.[Cl:23][C:24]1[C:30]([OH:31])=[CH:29][C:27]([NH2:28])=[C:26]([F:32])[CH:25]=1, predict the reaction product. The product is: [CH2:2]([O:9][C:10]1[CH:19]=[C:18]2[C:13]([C:14]([NH:28][C:27]3[CH:29]=[C:30]([OH:31])[C:24]([Cl:23])=[CH:25][C:26]=3[F:32])=[CH:15][N:16]=[N:17]2)=[CH:12][C:11]=1[O:21][CH3:22])[C:3]1[CH:8]=[CH:7][CH:6]=[CH:5][CH:4]=1. (3) Given the reactants Br[C:2]1[CH:7]=[CH:6][C:5]([CH2:8][C:9]([O:11][CH3:12])=[O:10])=[CH:4][CH:3]=1.C(N(C(C)C)CC)(C)C.C[Sn](C)(C)[C:24]1[CH:29]=[CH:28][CH:27]=[CH:26][N:25]=1, predict the reaction product. The product is: [N:25]1[CH:26]=[CH:27][CH:28]=[CH:29][C:24]=1[C:2]1[CH:7]=[CH:6][C:5]([CH2:8][C:9]([O:11][CH3:12])=[O:10])=[CH:4][CH:3]=1. (4) Given the reactants [CH3:1][C:2]1[CH:12]=[C:11]([CH3:13])[C:10]([CH3:14])=[CH:9][C:3]=1[CH:4](O)[C:5]([OH:7])=[O:6].Cl, predict the reaction product. The product is: [CH3:1][C:2]1[CH:12]=[C:11]([CH3:13])[C:10]([CH3:14])=[CH:9][C:3]=1[CH2:4][C:5]([OH:7])=[O:6]. (5) Given the reactants [Br:1][C:2]1[C:3]2[CH:12]=[C:11](I)[N:10]([S:14]([C:17]3[CH:23]=[CH:22][C:20]([CH3:21])=[CH:19][CH:18]=3)(=[O:16])=[O:15])[C:4]=2[C:5](=[O:9])[N:6]([CH3:8])[CH:7]=1.[CH3:24][O:25][CH2:26][C:27]#[CH:28].C(N(CC)CC)C, predict the reaction product. The product is: [Br:1][C:2]1[C:3]2[CH:12]=[C:11]([C:28]#[C:27][CH2:26][O:25][CH3:24])[N:10]([S:14]([C:17]3[CH:23]=[CH:22][C:20]([CH3:21])=[CH:19][CH:18]=3)(=[O:16])=[O:15])[C:4]=2[C:5](=[O:9])[N:6]([CH3:8])[CH:7]=1. (6) Given the reactants [NH2:1][C@H:2]([CH2:13][O:14][CH3:15])[C:3]([NH:5][CH2:6][C:7]1[CH:12]=[CH:11][CH:10]=[CH:9][CH:8]=1)=[O:4].C(=O)([O-])[O-].[K+].[K+].[C:22](OC(=O)C)(=[O:24])[CH3:23], predict the reaction product. The product is: [CH3:23][C:22]([NH:1][C@@H:2]([C:3]([NH:5][CH2:6][C:7]1[CH:12]=[CH:11][CH:10]=[CH:9][CH:8]=1)=[O:4])[CH2:13][O:14][CH3:15])=[O:24]. (7) Given the reactants [CH:1]1([C:4]2[C:5]([NH:24][S:25]([CH3:28])(=[O:27])=[O:26])=[CH:6][C:7]3[O:11][C:10]([C:12]4[CH:17]=[CH:16][C:15]([F:18])=[CH:14][CH:13]=4)=[C:9]([C:19]([NH:21][CH3:22])=[O:20])[C:8]=3[CH:23]=2)[CH2:3][CH2:2]1.[F:29][C:30]1[CH:35]=[C:34](F)[CH:33]=[C:32]([F:37])[C:31]=1[N+:38]([O-:40])=[O:39].C([O-])([O-])=O.[K+].[K+], predict the reaction product. The product is: [CH:1]1([C:4]2[C:5]([N:24]([C:34]3[CH:33]=[C:32]([F:37])[C:31]([N+:38]([O-:40])=[O:39])=[C:30]([F:29])[CH:35]=3)[S:25]([CH3:28])(=[O:27])=[O:26])=[CH:6][C:7]3[O:11][C:10]([C:12]4[CH:17]=[CH:16][C:15]([F:18])=[CH:14][CH:13]=4)=[C:9]([C:19]([NH:21][CH3:22])=[O:20])[C:8]=3[CH:23]=2)[CH2:3][CH2:2]1. (8) Given the reactants [Cl:1][C:2]1[CH:7]=[C:6]([NH:8][CH:9]2[CH2:11][CH2:10]2)[N:5]2[N:12]=[CH:13][C:14]([CH:15]=O)=[C:4]2[N:3]=1.[S:17]1[CH2:21][C:20](=[O:22])[NH:19][C:18]1=[O:23].N1CCCCC1.C(O)(C)C, predict the reaction product. The product is: [Cl:1][C:2]1[CH:7]=[C:6]([NH:8][CH:9]2[CH2:10][CH2:11]2)[N:5]2[N:12]=[CH:13][C:14]([CH:15]=[C:21]3[S:17][C:18](=[O:23])[NH:19][C:20]3=[O:22])=[C:4]2[N:3]=1. (9) Given the reactants [C:1](=[O:4])([O-])[O-].[K+].[K+].Br[C:8]1[CH:13]=[CH:12][C:11]([CH2:14][CH:15]([NH:26][C:27]([O:29][C:30]([CH3:33])([CH3:32])[CH3:31])=[O:28])[C:16]([O:18][CH2:19][C:20]2[CH:25]=[CH:24][CH:23]=[CH:22][CH:21]=2)=[O:17])=[CH:10][CH:9]=1, predict the reaction product. The product is: [C:30]([O:29][C:27]([NH:26][CH:15]([CH2:14][C:11]1[CH:12]=[CH:13][C:8]([C:8]2[CH:13]=[CH:12][CH:11]=[C:10]([CH:1]=[O:4])[CH:9]=2)=[CH:9][CH:10]=1)[C:16]([O:18][CH2:19][C:20]1[CH:25]=[CH:24][CH:23]=[CH:22][CH:21]=1)=[O:17])=[O:28])([CH3:33])([CH3:32])[CH3:31].